Dataset: NCI-60 drug combinations with 297,098 pairs across 59 cell lines. Task: Regression. Given two drug SMILES strings and cell line genomic features, predict the synergy score measuring deviation from expected non-interaction effect. (1) Drug 1: CC1OCC2C(O1)C(C(C(O2)OC3C4COC(=O)C4C(C5=CC6=C(C=C35)OCO6)C7=CC(=C(C(=C7)OC)O)OC)O)O. Drug 2: CC12CCC3C(C1CCC2O)C(CC4=C3C=CC(=C4)O)CCCCCCCCCS(=O)CCCC(C(F)(F)F)(F)F. Cell line: OVCAR-4. Synergy scores: CSS=-0.862, Synergy_ZIP=-2.39, Synergy_Bliss=-4.66, Synergy_Loewe=-4.46, Synergy_HSA=-4.05. (2) Drug 1: C1CCN(CC1)CCOC2=CC=C(C=C2)C(=O)C3=C(SC4=C3C=CC(=C4)O)C5=CC=C(C=C5)O. Drug 2: COCCOC1=C(C=C2C(=C1)C(=NC=N2)NC3=CC=CC(=C3)C#C)OCCOC.Cl. Cell line: SK-OV-3. Synergy scores: CSS=19.0, Synergy_ZIP=1.88, Synergy_Bliss=3.69, Synergy_Loewe=-6.26, Synergy_HSA=-0.579. (3) Drug 1: CCC1=CC2CC(C3=C(CN(C2)C1)C4=CC=CC=C4N3)(C5=C(C=C6C(=C5)C78CCN9C7C(C=CC9)(C(C(C8N6C)(C(=O)OC)O)OC(=O)C)CC)OC)C(=O)OC. Drug 2: COCCOC1=C(C=C2C(=C1)C(=NC=N2)NC3=CC=CC(=C3)C#C)OCCOC. Cell line: SK-OV-3. Synergy scores: CSS=70.3, Synergy_ZIP=4.17, Synergy_Bliss=4.50, Synergy_Loewe=8.01, Synergy_HSA=10.8. (4) Drug 1: C1=CC(=CC=C1CCC2=CNC3=C2C(=O)NC(=N3)N)C(=O)NC(CCC(=O)O)C(=O)O. Drug 2: CC12CCC3C(C1CCC2OP(=O)(O)O)CCC4=C3C=CC(=C4)OC(=O)N(CCCl)CCCl.[Na+]. Cell line: NCIH23. Synergy scores: CSS=7.47, Synergy_ZIP=-0.704, Synergy_Bliss=3.19, Synergy_Loewe=2.75, Synergy_HSA=3.85.